From a dataset of Forward reaction prediction with 1.9M reactions from USPTO patents (1976-2016). Predict the product of the given reaction. (1) Given the reactants [CH2:1]([O:3][C:4]([C:6]1[N:11]=[C:10]2[N:12]([C:16]3[CH:21]=[C:20]([S:22]([N:25]4[C:31]5[CH:32]=[CH:33][CH:34]=[CH:35][C:30]=5[CH2:29][CH2:28][CH2:27][CH2:26]4)(=[O:24])=[O:23])[C:19]([O:36][CH2:37][CH2:38][O:39][Si](C(C)(C)C)(C)C)=[CH:18][C:17]=3[F:47])[C:13](=[O:15])[NH:14][C:9]2=[C:8]([CH3:48])[CH:7]=1)=[O:5])[CH3:2].[Si](OCCOC1C(S(N2C3C=CC=CC=3CCCC2)(=O)=O)=CC(N)=C(F)C=1)(C(C)(C)C)(C)C.[F-].C([N+](CCCC)(CCCC)CCCC)CCC.Cl, predict the reaction product. The product is: [CH2:1]([O:3][C:4]([C:6]1[N:11]=[C:10]2[N:12]([C:16]3[CH:21]=[C:20]([S:22]([N:25]4[C:31]5[CH:32]=[CH:33][CH:34]=[CH:35][C:30]=5[CH2:29][CH2:28][CH2:27][CH2:26]4)(=[O:23])=[O:24])[C:19]([O:36][CH2:37][CH2:38][OH:39])=[CH:18][C:17]=3[F:47])[C:13](=[O:15])[NH:14][C:9]2=[C:8]([CH3:48])[CH:7]=1)=[O:5])[CH3:2]. (2) Given the reactants [N:1]1([C:6]([C:8]2[CH:13]=[CH:12][C:11](B(O)O)=[CH:10][CH:9]=2)=[O:7])[CH2:5][CH2:4][CH2:3][CH2:2]1.Br[C:18]1[CH:23]=[CH:22][C:21]([O:24][CH2:25][CH:26]2[CH2:31][CH2:30][N:29]([C:32]3[O:36][N:35]=[C:34]([CH:37]([CH3:39])[CH3:38])[N:33]=3)[CH2:28][CH2:27]2)=[CH:20][CH:19]=1.C([O-])([O-])=O.[Na+].[Na+], predict the reaction product. The product is: [CH3:39][CH:37]([C:34]1[N:33]=[C:32]([N:29]2[CH2:28][CH2:27][CH:26]([CH2:25][O:24][C:21]3[CH:20]=[CH:19][C:18]([C:11]4[CH:12]=[CH:13][C:8]([C:6]([N:1]5[CH2:5][CH2:4][CH2:3][CH2:2]5)=[O:7])=[CH:9][CH:10]=4)=[CH:23][CH:22]=3)[CH2:31][CH2:30]2)[O:36][N:35]=1)[CH3:38]. (3) Given the reactants [F:1][C:2]1[CH:7]=[C:6]([F:8])[CH:5]=[CH:4][C:3]=1[C:9]1[CH:14]=[CH:13][CH:12]=[C:11]([NH:15][C:16]([C:18]2[N:19]([C:30]([O:32][C:33]([CH3:36])([CH3:35])[CH3:34])=[O:31])[C:20]3[C:25]([CH:26]=2)=[CH:24][CH:23]=[C:22]([N+:27]([O-])=O)[CH:21]=3)=[O:17])[CH:10]=1.[NH4+].[Cl-], predict the reaction product. The product is: [NH2:27][C:22]1[CH:21]=[C:20]2[C:25]([CH:26]=[C:18]([C:16](=[O:17])[NH:15][C:11]3[CH:10]=[C:9]([C:3]4[CH:4]=[CH:5][C:6]([F:8])=[CH:7][C:2]=4[F:1])[CH:14]=[CH:13][CH:12]=3)[N:19]2[C:30]([O:32][C:33]([CH3:35])([CH3:34])[CH3:36])=[O:31])=[CH:24][CH:23]=1. (4) Given the reactants [CH3:1][CH2:2][C:3](=O)[CH2:4][CH3:5].[C:7]([O:11][C:12](=[O:15])[NH:13][NH2:14])([CH3:10])([CH3:9])[CH3:8], predict the reaction product. The product is: [C:7]([O:11][C:12]([NH:13][N:14]=[C:3]([CH2:4][CH3:5])[CH2:2][CH3:1])=[O:15])([CH3:10])([CH3:9])[CH3:8].